This data is from Peptide-MHC class I binding affinity with 185,985 pairs from IEDB/IMGT. The task is: Regression. Given a peptide amino acid sequence and an MHC pseudo amino acid sequence, predict their binding affinity value. This is MHC class I binding data. (1) The MHC is HLA-A02:06 with pseudo-sequence HLA-A02:06. The peptide sequence is AAHARFVAA. The binding affinity (normalized) is 0.839. (2) The peptide sequence is YTFEPHYFY. The MHC is HLA-C14:02 with pseudo-sequence HLA-C14:02. The binding affinity (normalized) is 0.628. (3) The peptide sequence is RQFTTAFEF. The MHC is Mamu-B3901 with pseudo-sequence Mamu-B3901. The binding affinity (normalized) is 0.727.